From a dataset of Peptide-MHC class II binding affinity with 134,281 pairs from IEDB. Regression. Given a peptide amino acid sequence and an MHC pseudo amino acid sequence, predict their binding affinity value. This is MHC class II binding data. (1) The peptide sequence is KKSGARSNVTFTVNQTS. The MHC is DRB1_0404 with pseudo-sequence DRB1_0404. The binding affinity (normalized) is 0.544. (2) The binding affinity (normalized) is 0.233. The peptide sequence is EVLGFRMVQDERVGR. The MHC is HLA-DQA10102-DQB10602 with pseudo-sequence HLA-DQA10102-DQB10602. (3) The peptide sequence is AFILDGDNLFEKV. The MHC is HLA-DQA10501-DQB10201 with pseudo-sequence HLA-DQA10501-DQB10201. The binding affinity (normalized) is 0.511.